Dataset: Full USPTO retrosynthesis dataset with 1.9M reactions from patents (1976-2016). Task: Predict the reactants needed to synthesize the given product. (1) Given the product [NH:36]1[C:37]2[C:42](=[CH:41][CH:40]=[CH:39][CH:38]=2)[C:34]([C:31]2[CH2:32][CH2:33][N:28]([CH2:12][CH:13]3[O:22][C:21]4[C:16](=[CH:17][CH:18]=[C:19]5[NH:25][CH:24]([CH3:26])[N:23]([CH3:27])[C:20]5=4)[O:15][CH2:14]3)[CH2:29][CH:30]=2)=[CH:35]1, predict the reactants needed to synthesize it. The reactants are: CC1C=CC(S(O[CH2:12][C@@H:13]2[O:22][C:21]3[C:16](=[CH:17][CH:18]=[C:19]4[NH:25][CH:24]([CH3:26])[N:23]([CH3:27])[C:20]4=3)[O:15][CH2:14]2)(=O)=O)=CC=1.[NH:28]1[CH2:33][CH:32]=[C:31]([C:34]2[C:42]3[C:37](=[CH:38][CH:39]=[CH:40][CH:41]=3)[NH:36][CH:35]=2)[CH2:30][CH2:29]1. (2) Given the product [CH3:19][O:18][C@@H:5]([CH2:6][C:7]1[CH:8]=[CH:9][C:10]([O:13][CH2:14][CH2:15][CH2:16][O:31][C:22]2[CH:23]=[CH:24][C:25]3[CH2:26][CH2:27][CH2:28][CH2:29][C:30]=3[CH:21]=2)=[CH:11][CH:12]=1)[C:4]([OH:3])=[O:20], predict the reactants needed to synthesize it. The reactants are: C([O:3][C:4](=[O:20])[C@@H:5]([O:18][CH3:19])[CH2:6][C:7]1[CH:12]=[CH:11][C:10]([O:13][CH2:14][CH2:15][CH2:16]Br)=[CH:9][CH:8]=1)C.[CH:21]1[C:30]2[CH2:29][CH2:28][CH2:27][CH2:26][C:25]=2[CH:24]=[CH:23][C:22]=1[OH:31].C1(C2C=CC=CC=2)C=CC(OCCOC2C=CC(C[C@H](OC)C(O)=O)=CC=2)=CC=1. (3) Given the product [CH:1]1([C:7]2[C:15]3[C:10](=[CH:11][C:12]([C:16]([O:18][CH3:19])=[O:17])=[CH:13][CH:14]=3)[NH:9][C:8]=2[C:20]2[CH:25]=[CH:24][CH:23]=[CH:22][C:21]=2[S:26][CH2:27][CH2:28][O:29][S:38]([CH3:37])(=[O:40])=[O:39])[CH2:6][CH2:5][CH2:4][CH2:3][CH2:2]1, predict the reactants needed to synthesize it. The reactants are: [CH:1]1([C:7]2[C:15]3[C:10](=[CH:11][C:12]([C:16]([O:18][CH3:19])=[O:17])=[CH:13][CH:14]=3)[NH:9][C:8]=2[C:20]2[CH:25]=[CH:24][CH:23]=[CH:22][C:21]=2[S:26][CH2:27][CH2:28][OH:29])[CH2:6][CH2:5][CH2:4][CH2:3][CH2:2]1.C(N(CC)CC)C.[CH3:37][S:38](Cl)(=[O:40])=[O:39].O. (4) Given the product [N:1]([C@@H:4]1[CH2:8][N:7]([C:9]([O:11][C:12]([CH3:13])([CH3:14])[CH3:15])=[O:10])[C@H:6]([C:16](=[O:18])[NH:40][C@@H:41]([CH2:46][C:47]2[CH:56]=[CH:55][C:54]3[C:49](=[CH:50][CH:51]=[CH:52][CH:53]=3)[CH:48]=2)[C:42]([O:44][CH3:45])=[O:43])[CH2:5]1)=[N+:2]=[N-:3], predict the reactants needed to synthesize it. The reactants are: [N:1]([C@@H:4]1[CH2:8][N:7]([C:9]([O:11][C:12]([CH3:15])([CH3:14])[CH3:13])=[O:10])[C@H:6]([C:16]([OH:18])=O)[CH2:5]1)=[N+:2]=[N-:3].C(Cl)CCl.C1C=NC2N(O)N=NC=2C=1.CN1CCOCC1.[NH2:40][C@@H:41]([CH2:46][C:47]1[CH:56]=[CH:55][C:54]2[C:49](=[CH:50][CH:51]=[CH:52][CH:53]=2)[CH:48]=1)[C:42]([O:44][CH3:45])=[O:43]. (5) Given the product [CH2:29]([N:22]1[C:21]2[C:16](=[N:17][CH:18]=[C:19]([F:23])[CH:20]=2)[N:15]([C:12]2[CH:11]=[CH:10][C:9]([OH:8])=[CH:14][CH:13]=2)[C:36]1=[O:39])[CH3:30], predict the reactants needed to synthesize it. The reactants are: C([O:8][C:9]1[CH:14]=[CH:13][C:12]([NH:15][C:16]2[C:21]([NH2:22])=[CH:20][C:19]([F:23])=[CH:18][N:17]=2)=[CH:11][CH:10]=1)C1C=CC=CC=1.C(N1C=CN=C1)(N1[CH:30]=[CH:29]N=C1)=O.[C:36]([O-:39])([O-])=O.[Cs+].[Cs+].O. (6) Given the product [Cl:1][C:2]1[CH:8]=[CH:7][C:5]([NH:6][C:20](=[O:21])[O:22][C:23]2[CH:28]=[CH:27][CH:26]=[CH:25][CH:24]=2)=[CH:4][C:3]=1[C:9]([F:10])([F:11])[F:12], predict the reactants needed to synthesize it. The reactants are: [Cl:1][C:2]1[CH:8]=[CH:7][C:5]([NH2:6])=[CH:4][C:3]=1[C:9]([F:12])([F:11])[F:10].N1C=CC=CC=1.Cl[C:20]([O:22][C:23]1[CH:28]=[CH:27][CH:26]=[CH:25][CH:24]=1)=[O:21].CCOC(C)=O.